From a dataset of Peptide-MHC class II binding affinity with 134,281 pairs from IEDB. Regression. Given a peptide amino acid sequence and an MHC pseudo amino acid sequence, predict their binding affinity value. This is MHC class II binding data. (1) The peptide sequence is RNEWILESDHLIAEM. The MHC is DRB1_0901 with pseudo-sequence DRB1_0901. The binding affinity (normalized) is 0.483. (2) The peptide sequence is YTDYLTVMDRYSVDA. The MHC is HLA-DQA10201-DQB10301 with pseudo-sequence HLA-DQA10201-DQB10301. The binding affinity (normalized) is 0.770. (3) The peptide sequence is DNNVYIVKQSDCASA. The MHC is DRB1_0101 with pseudo-sequence DRB1_0101. The binding affinity (normalized) is 0.362. (4) The peptide sequence is TKPEACSGEPVVVHI. The MHC is HLA-DQA10104-DQB10503 with pseudo-sequence HLA-DQA10104-DQB10503. The binding affinity (normalized) is 0. (5) The MHC is DRB1_0802 with pseudo-sequence DRB1_0802. The binding affinity (normalized) is 0.214. The peptide sequence is KSSKPLVGPFNFRFM. (6) The peptide sequence is GGGFGMLLRKYGIAA. The MHC is DRB1_1602 with pseudo-sequence DRB1_1602. The binding affinity (normalized) is 0.424. (7) The peptide sequence is DINASFRAAMATTAN. The MHC is HLA-DPA10301-DPB10402 with pseudo-sequence HLA-DPA10301-DPB10402. The binding affinity (normalized) is 0.177. (8) The peptide sequence is MENRWQVMIVWQVDR. The MHC is DRB1_0802 with pseudo-sequence DRB1_0802. The binding affinity (normalized) is 0.347. (9) The binding affinity (normalized) is 0.185. The peptide sequence is SKIMKLPKLPISNGK. The MHC is DRB4_0101 with pseudo-sequence DRB4_0103. (10) The MHC is HLA-DPA10201-DPB10101 with pseudo-sequence HLA-DPA10201-DPB10101. The binding affinity (normalized) is 0.227. The peptide sequence is EISTNIRQAGVQYSR.